Dataset: Full USPTO retrosynthesis dataset with 1.9M reactions from patents (1976-2016). Task: Predict the reactants needed to synthesize the given product. Given the product [Cl:1][C:2]1[C:3]([C:21]2[N:25]3[CH:26]=[CH:27][CH:28]=[CH:29][C:24]3=[N:23][CH:22]=2)=[N:4][C:5]([NH:8][C:9]2[CH:14]=[CH:13][C:12]([CH2:15][C:16]([NH:30][CH:31]3[CH2:35][CH2:34][NH:33][CH2:32]3)=[O:17])=[CH:11][C:10]=2[O:19][CH3:20])=[N:6][CH:7]=1, predict the reactants needed to synthesize it. The reactants are: [Cl:1][C:2]1[C:3]([C:21]2[N:25]3[CH:26]=[CH:27][CH:28]=[CH:29][C:24]3=[N:23][CH:22]=2)=[N:4][C:5]([NH:8][C:9]2[CH:14]=[CH:13][C:12]([CH2:15][C:16](O)=[O:17])=[CH:11][C:10]=2[O:19][CH3:20])=[N:6][CH:7]=1.[NH2:30][CH:31]1[CH2:35][CH2:34][N:33](C(OC(C)(C)C)=O)[CH2:32]1.